Dataset: Tyrosyl-DNA phosphodiesterase HTS with 341,365 compounds. Task: Binary Classification. Given a drug SMILES string, predict its activity (active/inactive) in a high-throughput screening assay against a specified biological target. (1) The compound is Clc1c(NS(=O)(=O)c2cc3NC(=O)CCSc3cc2)ccc(c1)C. The result is 0 (inactive). (2) The drug is S(=O)(=O)(N(CC)c1ccccc1)c1cc2c([nH]cc(c2=O)C(=O)NCCOC)cc1. The result is 0 (inactive).